The task is: Predict the reactants needed to synthesize the given product.. This data is from Full USPTO retrosynthesis dataset with 1.9M reactions from patents (1976-2016). (1) Given the product [F:49][C:50]([F:69])([F:68])[S:51]([O:30][C:17]1[C:18]([CH3:28])([CH3:29])[C@H:19]2[C@:14]([CH3:31])([CH2:15][CH:16]=1)[C@@H:13]1[C@:22]([CH3:27])([C@@:23]3([CH3:26])[C@H:10]([CH2:11][CH2:12]1)[C@H:9]1[C@H:32]([C:35]([CH3:37])=[CH2:36])[CH2:33][CH2:34][C@:8]1([NH:7][C:6]([O:5][C:1]([CH3:2])([CH3:3])[CH3:4])=[O:38])[CH2:25][CH2:24]3)[CH2:21][CH2:20]2)(=[O:53])=[O:52], predict the reactants needed to synthesize it. The reactants are: [C:1]([O:5][C:6](=[O:38])[NH:7][C@:8]12[CH2:34][CH2:33][C@@H:32]([C:35]([CH3:37])=[CH2:36])[C@@H:9]1[C@@H:10]1[C@@:23]([CH3:26])([CH2:24][CH2:25]2)[C@@:22]2([CH3:27])[C@@H:13]([C@:14]3([CH3:31])[C@@H:19]([CH2:20][CH2:21]2)[C:18]([CH3:29])([CH3:28])[C:17](=[O:30])[CH2:16][CH2:15]3)[CH2:12][CH2:11]1)([CH3:4])([CH3:3])[CH3:2].C[Si]([N-][Si](C)(C)C)(C)C.[K+].[F:49][C:50]([F:69])([F:68])[S:51](N(C1C=CC=CC=1)[S:51]([C:50]([F:69])([F:68])[F:49])(=[O:53])=[O:52])(=[O:53])=[O:52]. (2) The reactants are: [OH:1][C:2]1[N:6]([CH3:7])[N:5]=[C:4]([C:8]([F:11])([F:10])[F:9])[CH:3]=1.[C:12](=[O:15])([O-])[O-].[K+].[K+].C=O.[CH2:20](Br)[C:21]#[CH:22]. Given the product [CH2:22]([O:1][C:2]1[N:6]([CH3:7])[N:5]=[C:4]([C:8]([F:11])([F:10])[F:9])[C:3]=1[CH2:12][OH:15])[C:21]#[CH:20], predict the reactants needed to synthesize it. (3) Given the product [NH:2]1[CH:3]=[C:4]([C:6]2[S:10][CH:9]=[C:8]([C:11]([N:29]3[CH:30]4[CH:35]([CH2:34][CH2:33][CH2:32][CH2:31]4)[N:26]([CH2:25][C:24]([F:36])([F:37])[F:23])[CH2:27][CH2:28]3)=[O:13])[CH:7]=2)[CH:5]=[N:1]1, predict the reactants needed to synthesize it. The reactants are: [NH:1]1[CH:5]=[C:4]([C:6]2[S:10][CH:9]=[C:8]([C:11]([OH:13])=O)[CH:7]=2)[CH:3]=[N:2]1.CCN(C(C)C)C(C)C.[F:23][C:24]([F:37])([F:36])[CH2:25][N:26]1[CH:35]2[CH:30]([CH2:31][CH2:32][CH2:33][CH2:34]2)[NH:29][CH2:28][CH2:27]1.CN(C(ON1N=NC2C=CC=NC1=2)=[N+](C)C)C.F[P-](F)(F)(F)(F)F. (4) Given the product [C:1]([O:5][C:6]([C@:8]1([NH:22][C:23]([O:25][C:26]([CH3:29])([CH3:28])[CH3:27])=[O:24])[CH2:13][C@H:12]([O:14][S:36]([C:33]2[CH:34]=[CH:35][C:30]([CH3:40])=[CH:31][CH:32]=2)(=[O:38])=[O:37])[C@@H:11]2[C@H:9]1[C@H:10]2[C:15]([O:17][C:18]([CH3:19])([CH3:20])[CH3:21])=[O:16])=[O:7])([CH3:2])([CH3:3])[CH3:4], predict the reactants needed to synthesize it. The reactants are: [C:1]([O:5][C:6]([C@:8]1([NH:22][C:23]([O:25][C:26]([CH3:29])([CH3:28])[CH3:27])=[O:24])[CH2:13][C@H:12]([OH:14])[C@@H:11]2[C@H:9]1[C@H:10]2[C:15]([O:17][C:18]([CH3:21])([CH3:20])[CH3:19])=[O:16])=[O:7])([CH3:4])([CH3:3])[CH3:2].[C:30]1([CH3:40])[CH:35]=[CH:34][C:33]([S:36](Cl)(=[O:38])=[O:37])=[CH:32][CH:31]=1.S([O-])(O)(=O)=O.[K+].O.